This data is from Full USPTO retrosynthesis dataset with 1.9M reactions from patents (1976-2016). The task is: Predict the reactants needed to synthesize the given product. (1) Given the product [Cl:1][C:2]1[CH:3]=[C:4]([C:9]2[CH:14]=[CH:13][C:12]([C:15]3[N:16]=[C:17](/[CH:20]=[CH:21]/[C:22]4[CH:23]=[CH:24][C:25]([O:28][CH3:29])=[CH:26][CH:27]=4)[N:18]([CH2:31][CH3:32])[CH:19]=3)=[CH:11][CH:10]=2)[CH:5]=[C:6]([Cl:8])[CH:7]=1, predict the reactants needed to synthesize it. The reactants are: [Cl:1][C:2]1[CH:3]=[C:4]([C:9]2[CH:14]=[CH:13][C:12]([C:15]3[N:16]=[C:17](/[CH:20]=[CH:21]/[C:22]4[CH:27]=[CH:26][C:25]([O:28][CH3:29])=[CH:24][CH:23]=4)[NH:18][CH:19]=3)=[CH:11][CH:10]=2)[CH:5]=[C:6]([Cl:8])[CH:7]=1.Br[CH2:31][CH3:32]. (2) Given the product [CH2:1]([NH:8][C:10]1[CH:11]=[CH:12][C:13]([CH2:16][C:17]2[C:25]3[C:20](=[N:21][CH:22]=[CH:23][CH:24]=3)[NH:19][CH:18]=2)=[CH:14][N:15]=1)[C:2]1[CH:7]=[CH:6][CH:5]=[CH:4][CH:3]=1, predict the reactants needed to synthesize it. The reactants are: [CH2:1]([NH2:8])[C:2]1[CH:7]=[CH:6][CH:5]=[CH:4][CH:3]=1.Cl[C:10]1[N:15]=[CH:14][C:13]([CH2:16][C:17]2[C:25]3[C:20](=[N:21][CH:22]=[CH:23][CH:24]=3)[N:19]([Si](C(C)C)(C(C)C)C(C)C)[CH:18]=2)=[CH:12][CH:11]=1.BrC1N=CC(CC2C3C(=NC=CC=3)N([Si](C(C)C)(C(C)C)C(C)C)C=2)=CC=1. (3) The reactants are: [C:1]([O:5][C:6]([N:8]1[CH:13]([CH2:14][CH:15]=[O:16])[CH2:12][CH:11]([N:17]([CH2:22][C:23]2[CH:28]=[C:27]([C:29]([F:32])([F:31])[F:30])[CH:26]=[C:25]([C:33]([F:36])([F:35])[F:34])[CH:24]=2)[C:18]([O:20][CH3:21])=[O:19])[CH2:10][CH:9]1[CH2:37][CH3:38])=[O:7])([CH3:4])([CH3:3])[CH3:2].[O-:39]Cl=O.[Na+]. Given the product [C:1]([O:5][C:6]([N:8]1[CH:9]([CH2:37][CH3:38])[CH2:10][CH:11]([N:17]([CH2:22][C:23]2[CH:28]=[C:27]([C:29]([F:31])([F:32])[F:30])[CH:26]=[C:25]([C:33]([F:36])([F:34])[F:35])[CH:24]=2)[C:18]([O:20][CH3:21])=[O:19])[CH2:12][CH:13]1[CH2:14][C:15]([OH:39])=[O:16])=[O:7])([CH3:4])([CH3:3])[CH3:2], predict the reactants needed to synthesize it. (4) Given the product [CH3:20][C:19]([C:22]1[CH:27]=[CH:26][CH:25]=[CH:24][N:23]=1)([CH3:6])[CH2:21][CH:2]=[CH2:3], predict the reactants needed to synthesize it. The reactants are: [Li][CH2:2][CH2:3]CC.[CH3:6]C([O-])(C)C.[K+].C(NC(C)C)(C)C.[CH:19]([C:22]1[CH:27]=[CH:26][CH:25]=[CH:24][N:23]=1)([CH3:21])[CH3:20].C(Br)C=C. (5) Given the product [Br:1][CH2:2][C:3]([C:5]1[CH:6]=[CH:7][C:8]2[C:17]3[CH:16]=[C:15]4[CH2:18][CH2:19][CH2:20][C:21](=[O:22])[C:14]4=[CH:13][C:12]=3[O:11][CH2:10][C:9]=2[CH:23]=1)=[O:4], predict the reactants needed to synthesize it. The reactants are: [Br:1][CH2:2][CH:3]([C:5]1[CH:6]=[CH:7][C:8]2[C:17]3[CH:16]=[C:15]4[CH2:18][CH2:19][CH2:20][C:21](=[O:22])[C:14]4=[CH:13][C:12]=3[O:11][CH2:10][C:9]=2[CH:23]=1)[OH:4].CC1(C)N([O])C(C)(C)CCC1.C(=O)(O)[O-].[Na+].[Br-].[Na+].Cl[O-].[Na+]. (6) Given the product [F:26][C:27]1[CH:28]=[C:29]2[C:34](=[CH:35][CH:36]=1)[N:33]=[CH:32][CH:31]=[C:30]2[N:37]1[C:5]([C:7]2[C:12](=[O:13])[CH:11]=[CH:10][N:9]([C:14]3[CH:15]=[CH:16][C:17]([O:20][C:21]([F:24])([F:23])[F:22])=[CH:18][CH:19]=3)[N:8]=2)=[CH:4][CH:3]=[N:38]1, predict the reactants needed to synthesize it. The reactants are: CN(C)/[CH:3]=[CH:4]/[C:5]([C:7]1[C:12](=[O:13])[CH:11]=[CH:10][N:9]([C:14]2[CH:19]=[CH:18][C:17]([O:20][C:21]([F:24])([F:23])[F:22])=[CH:16][CH:15]=2)[N:8]=1)=O.[F:26][C:27]1[CH:28]=[C:29]2[C:34](=[CH:35][CH:36]=1)[N:33]=[CH:32][CH:31]=[C:30]2[NH:37][NH2:38]. (7) Given the product [C:18]([O:10][CH2:1][CH2:2][O:3][CH2:4][CH2:5][O:6][CH2:7][CH2:8][OH:9])([C:19]1[CH:24]=[CH:23][CH:22]=[CH:21][CH:20]=1)([C:31]1[CH:32]=[CH:33][CH:34]=[CH:35][CH:36]=1)[C:25]1[CH:26]=[CH:27][CH:28]=[CH:29][CH:30]=1, predict the reactants needed to synthesize it. The reactants are: [CH2:1]([OH:10])[CH2:2][O:3][CH2:4][CH2:5][O:6][CH2:7][CH2:8][OH:9].CCN(CC)CC.[C:18](Cl)([C:31]1[CH:36]=[CH:35][CH:34]=[CH:33][CH:32]=1)([C:25]1[CH:30]=[CH:29][CH:28]=[CH:27][CH:26]=1)[C:19]1[CH:24]=[CH:23][CH:22]=[CH:21][CH:20]=1. (8) Given the product [C:22]([O:25][C@:26]1([CH3:81])[C@@H:52]([CH2:53][O:54][C:55](=[O:62])[C:56]2[CH:61]=[CH:60][CH:59]=[CH:58][CH:57]=2)[O:51][C@H:29]([O:30][C:31]2[CH:36]=[C:35]([CH2:37][OH:38])[CH:34]=[CH:33][C:32]=2[CH2:42][C:43]2[CH:44]=[CH:45][C:46]([CH2:49][CH3:50])=[CH:47][CH:48]=2)[C@H:28]([O:63][C:64](=[O:71])[C:65]2[CH:70]=[CH:69][CH:68]=[CH:67][CH:66]=2)[C@H:27]1[O:72][C:73](=[O:80])[C:74]1[CH:79]=[CH:78][CH:77]=[CH:76][CH:75]=1)(=[O:24])[CH3:23], predict the reactants needed to synthesize it. The reactants are: C(OCC1C=CC(CC2C=CC(CC)=CC=2)=C(O)C=1)(=O)C.[C:22]([O:25][C@:26]1([CH3:81])[C@@H:52]([CH2:53][O:54][C:55](=[O:62])[C:56]2[CH:61]=[CH:60][CH:59]=[CH:58][CH:57]=2)[O:51][C@H:29]([O:30][C:31]2[CH:36]=[C:35]([CH2:37][O:38]C(=O)C)[CH:34]=[CH:33][C:32]=2[CH2:42][C:43]2[CH:48]=[CH:47][C:46]([CH2:49][CH3:50])=[CH:45][CH:44]=2)[C@H:28]([O:63][C:64](=[O:71])[C:65]2[CH:70]=[CH:69][CH:68]=[CH:67][CH:66]=2)[C@H:27]1[O:72][C:73](=[O:80])[C:74]1[CH:79]=[CH:78][CH:77]=[CH:76][CH:75]=1)(=[O:24])[CH3:23].C(O[C@@H]1[C@@H](OC(=O)C2C=CC=CC=2)C[C@@H](COC(=O)C2C=CC=CC=2)O[C@H]1OC1C=C(CO)C=CC=1CC1C=CC(CC)=CC=1)(=O)C1C=CC=CC=1. (9) Given the product [CH3:12][C:8]1[CH:7]=[C:3]([C:4]([NH2:6])=[O:5])[C:2]2[N:1]=[C:20]([C:19]([F:24])([F:23])[F:18])[NH:11][C:10]=2[CH:9]=1, predict the reactants needed to synthesize it. The reactants are: [NH2:1][C:2]1[C:10]([NH2:11])=[CH:9][C:8]([CH3:12])=[CH:7][C:3]=1[C:4]([NH2:6])=[O:5].C([O-])(O)=O.[Na+].[F:18][C:19]([F:24])([F:23])[C:20](O)=O.